The task is: Regression. Given a peptide amino acid sequence and an MHC pseudo amino acid sequence, predict their binding affinity value. This is MHC class II binding data.. This data is from Peptide-MHC class II binding affinity with 134,281 pairs from IEDB. The peptide sequence is ELAAVSVDCSEYPKP. The MHC is DRB1_0802 with pseudo-sequence DRB1_0802. The binding affinity (normalized) is 0.180.